The task is: Binary Classification. Given a miRNA mature sequence and a target amino acid sequence, predict their likelihood of interaction.. This data is from Experimentally validated miRNA-target interactions with 360,000+ pairs, plus equal number of negative samples. The miRNA is hsa-miR-4251 with sequence CCUGAGAAAAGGGCCAA. The protein sequence of the target gene is MAEPSVESSSPGGSATSDDHEFDPSADMLVHDFDDERTLEEEEMMEGETNFSSEIEDLAREGDMPIHELLSLYGYGSTVRLPEEDEEEEEEEEEGEDDEDADNDDNSGCSGENKEENIKDSSGQEDETQSSNDDPSQSVASQDAQEIIRPRRCKYFDTNSEVEEESEEDEDYIPSEDWKKEIMVGSMFQAEIPVGICRYKENEKVYENDDQLLWDPEYLPEDKVIIFLKDASRRTGDEKGVEAIPEGSHIKDNEQALYELVKCNFDTEEALRRLRFNVKAAREELSVWTEEECRNFEQGL.... Result: 1 (interaction).